Dataset: CYP3A4 inhibition data for predicting drug metabolism from PubChem BioAssay. Task: Regression/Classification. Given a drug SMILES string, predict its absorption, distribution, metabolism, or excretion properties. Task type varies by dataset: regression for continuous measurements (e.g., permeability, clearance, half-life) or binary classification for categorical outcomes (e.g., BBB penetration, CYP inhibition). Dataset: cyp3a4_veith. (1) The compound is CC1CN(C(=O)COc2ncnc3ccccc23)CC(C)O1. The result is 0 (non-inhibitor). (2) The molecule is O=C(NCCCc1ccccc1)c1cccs1. The result is 0 (non-inhibitor). (3) The drug is O=C(c1ccncc1)N1CCC2(CC1)CCN(c1ccc(-c3ccccc3)cc1)CC2. The result is 1 (inhibitor). (4) The drug is O=C(O)CCC(=O)N1CCOc2ccc(Cl)cc21. The result is 0 (non-inhibitor). (5) The drug is O=C(N/N=C1/C[C@@H](O)[C@@H](O)[C@H]2[C@@H]1CC[C@@H]1C(=O)N(Cc3ccccc3)C(=O)[C@H]12)OCc1ccccc1. The result is 0 (non-inhibitor).